From a dataset of Reaction yield outcomes from USPTO patents with 853,638 reactions. Predict the reaction yield, written as a fraction of the theoretical maximum amount of product (1.0 means a 100% yield; for example, 0.34 means a 34% yield). (1) The reactants are [CH2:1]([O:3][C:4](=[O:31])[CH2:5][CH:6]1[O:10][B:9]([OH:11])[C:8]2[CH:12]=[C:13]([O:24][C:25]3[CH:30]=[N:29][CH:28]=[CH:27][N:26]=3)[CH:14]=[C:15]([O:16]CC3C=CC=CC=3)[C:7]1=2)[CH3:2]. The catalyst is C1COCC1.CCO.[Pd]. The product is [CH2:1]([O:3][C:4](=[O:31])[CH2:5][CH:6]1[O:10][B:9]([OH:11])[C:8]2[CH:12]=[C:13]([O:24][C:25]3[CH:30]=[N:29][CH:28]=[CH:27][N:26]=3)[CH:14]=[C:15]([OH:16])[C:7]1=2)[CH3:2]. The yield is 0.620. (2) The product is [C:12]([O:11][C:9]([N:8]([CH2:32][C:28]1[CH:29]=[CH:30][CH:31]=[C:26]([O:25][CH2:18][C:19]2[CH:24]=[CH:23][CH:22]=[CH:21][CH:20]=2)[CH:27]=1)[C:6]([O:5][C:1]([CH3:4])([CH3:3])[CH3:2])=[O:7])=[O:10])([CH3:15])([CH3:14])[CH3:13]. The catalyst is CN(C)C=O.O. The yield is 0.390. The reactants are [C:1]([O:5][C:6]([NH:8][C:9]([O:11][C:12]([CH3:15])([CH3:14])[CH3:13])=[O:10])=[O:7])([CH3:4])([CH3:3])[CH3:2].[H-].[Na+].[CH2:18]([O:25][C:26]1[CH:31]=[CH:30][CH:29]=[C:28]([CH2:32]Cl)[CH:27]=1)[C:19]1[CH:24]=[CH:23][CH:22]=[CH:21][CH:20]=1.ClCCl.